This data is from Full USPTO retrosynthesis dataset with 1.9M reactions from patents (1976-2016). The task is: Predict the reactants needed to synthesize the given product. (1) Given the product [F:11][C:8]1[CH:7]=[C:4]([CH:3]=[C:2]([F:1])[C:9]=1[O:19][C:16]1[CH:17]=[N:18][C:13]([F:12])=[CH:14][CH:15]=1)[CH:5]=[O:6], predict the reactants needed to synthesize it. The reactants are: [F:1][C:2]1[CH:3]=[C:4]([CH:7]=[C:8]([F:11])[C:9]=1F)[CH:5]=[O:6].[F:12][C:13]1[N:18]=[CH:17][C:16]([OH:19])=[CH:15][CH:14]=1. (2) Given the product [CH2:14]([O:1][C:2]1[CH:9]=[C:8]([O:10][CH2:11][O:12][CH3:13])[CH:7]=[CH:6][C:3]=1/[CH:4]=[CH:36]/[C:37]([O:39][CH2:40][CH3:41])=[O:38])[C:15]1[CH:20]=[CH:19][CH:18]=[CH:17][CH:16]=1, predict the reactants needed to synthesize it. The reactants are: [OH:1][C:2]1[CH:9]=[C:8]([O:10][CH2:11][O:12][CH3:13])[CH:7]=[CH:6][C:3]=1[CH:4]=O.[CH2:14](Br)[C:15]1[CH:20]=[CH:19][CH:18]=[CH:17][CH:16]=1.C(=O)([O-])[O-].[K+].[K+].C(OP([CH2:36][C:37]([O:39][CH2:40][CH3:41])=[O:38])(OCC)=O)C.[H-].[Na+].[Cl-].[NH4+]. (3) Given the product [F:19][C:20]1[N:21]=[C:22]([N:16]2[C:10]3[CH:9]=[C:8]([C:6]4[CH:5]=[N:4][CH:3]=[C:2]([CH3:1])[N:7]=4)[N:13]=[CH:12][C:11]=3[CH:14]=[N:15]2)[CH:23]=[CH:24][C:25]=1[C:26]([F:29])([F:27])[F:28], predict the reactants needed to synthesize it. The reactants are: [CH3:1][C:2]1[N:7]=[C:6]([C:8]2[N:13]=[CH:12][C:11]3[CH:14]=[N:15][NH:16][C:10]=3[CH:9]=2)[CH:5]=[N:4][CH:3]=1.[H-].[Na+].[F:19][C:20]1[C:25]([C:26]([F:29])([F:28])[F:27])=[CH:24][CH:23]=[C:22](F)[N:21]=1.